Predict the product of the given reaction. From a dataset of Forward reaction prediction with 1.9M reactions from USPTO patents (1976-2016). The product is: [NH2:39][C:40]1[N:41]=[CH:42][C:43]([C:19]2[CH:20]=[C:21]([F:24])[CH:22]=[CH:23][C:18]=2[O:17][C:14]2[CH:15]=[CH:16][C:11]([S:8]([NH:7][C:5]3[S:6][C:2]([Cl:1])=[CH:3][N:4]=3)(=[O:9])=[O:10])=[CH:12][C:13]=2[C:26]#[N:27])=[CH:44][CH:45]=1. Given the reactants [Cl:1][C:2]1[S:6][C:5]([N:7](CC2C=CC(OC)=CC=2OC)[S:8]([C:11]2[CH:16]=[CH:15][C:14]([O:17][C:18]3[CH:23]=[CH:22][C:21]([F:24])=[CH:20][C:19]=3I)=[C:13]([C:26]#[N:27])[CH:12]=2)(=[O:10])=[O:9])=[N:4][CH:3]=1.[NH2:39][C:40]1[CH:45]=[CH:44][C:43](B2OC(C)(C)C(C)(C)O2)=[CH:42][N:41]=1.C(=O)([O-])[O-].[Cs+].[Cs+], predict the reaction product.